Dataset: Catalyst prediction with 721,799 reactions and 888 catalyst types from USPTO. Task: Predict which catalyst facilitates the given reaction. (1) Reactant: Br[C:2]1[C:11]2[C:12]([CH2:15][N:16]3[CH2:21][CH2:20][CH:19]([N:22]([CH2:30][C:31]4[N:36]=[CH:35][C:34]5[O:37][CH2:38][CH2:39][O:40][C:33]=5[CH:32]=4)[C:23](=[O:29])[O:24][C:25]([CH3:28])([CH3:27])[CH3:26])[CH2:18][CH2:17]3)([OH:14])[CH2:13][N:9]3[C:10]=2[C:5]([CH:6]=[CH:7][C:8]3=[O:41])=[CH:4][CH:3]=1.[Cu][C:43]#[N:44]. Product: [C:43]([C:2]1[C:11]2[C:12]([CH2:15][N:16]3[CH2:21][CH2:20][CH:19]([N:22]([CH2:30][C:31]4[N:36]=[CH:35][C:34]5[O:37][CH2:38][CH2:39][O:40][C:33]=5[CH:32]=4)[C:23](=[O:29])[O:24][C:25]([CH3:28])([CH3:26])[CH3:27])[CH2:18][CH2:17]3)([OH:14])[CH2:13][N:9]3[C:10]=2[C:5]([CH:6]=[CH:7][C:8]3=[O:41])=[CH:4][CH:3]=1)#[N:44]. The catalyst class is: 3. (2) Reactant: [CH3:1][N:2]([CH2:4][C:5]1[CH:10]=[CH:9][CH:8]=[C:7]([F:11])[C:6]=1[N:12]1[CH:16]=[C:15]([CH2:17][OH:18])[C:14]([CH3:19])=[N:13]1)[CH3:3]. Product: [CH3:3][N:2]([CH2:4][C:5]1[CH:10]=[CH:9][CH:8]=[C:7]([F:11])[C:6]=1[N:12]1[CH:16]=[C:15]([CH:17]=[O:18])[C:14]([CH3:19])=[N:13]1)[CH3:1]. The catalyst class is: 742. (3) Reactant: [NH:1]([C:8]1[N:13]=[C:12]([C:14]2[N:22]3[C:17]([CH2:18][O:19][CH2:20][CH2:21]3)=[N:16][CH:15]=2)[CH:11]=[CH:10][N:9]=1)[C:2]1[CH:7]=[CH:6][CH:5]=[CH:4][CH:3]=1.[CH2:23]([Li])CCC.IC. Product: [NH:1]([C:8]1[N:13]=[C:12]([C:14]2[N:22]3[C:17]([CH:18]([CH3:23])[O:19][CH2:20][CH2:21]3)=[N:16][CH:15]=2)[CH:11]=[CH:10][N:9]=1)[C:2]1[CH:7]=[CH:6][CH:5]=[CH:4][CH:3]=1. The catalyst class is: 81. (4) Reactant: [CH3:1][O:2][C:3]([C:5]1[C:10]2[O:11][CH2:12][C@H:13]([CH2:22][OH:23])[N:14]([C:15]3[CH:20]=[CH:19][C:18]([CH3:21])=[CH:17][N:16]=3)[C:9]=2[CH:8]=[CH:7][CH:6]=1)=[O:4].[CH3:24]OC(C1C2OC[C@H](CO)N(C3C=CC(CC)=CN=3)C=2C=CC=1)=O.[H-].[Na+].CI. Product: [CH3:1][O:2][C:3]([C:5]1[C:10]2[O:11][CH2:12][C@H:13]([CH2:22][O:23][CH3:24])[N:14]([C:15]3[CH:20]=[CH:19][C:18]([CH3:21])=[CH:17][N:16]=3)[C:9]=2[CH:8]=[CH:7][CH:6]=1)=[O:4]. The catalyst class is: 1. (5) Reactant: [Br:1][C:2]1[CH:3]=[CH:4][C:5]2[NH:13][CH2:12][CH2:11][CH2:10][CH2:9][C:8]([C:14]([O:16][CH3:17])=[O:15])=[CH:7][C:6]=2[CH:18]=1.[CH:19](=O)[CH2:20][CH3:21].O. Product: [Br:1][C:2]1[CH:3]=[CH:4][C:5]2[N:13]([CH2:19][CH2:20][CH3:21])[CH2:12][CH2:11][CH2:10][CH2:9][C:8]([C:14]([O:16][CH3:17])=[O:15])=[CH:7][C:6]=2[CH:18]=1. The catalyst class is: 26.